Dataset: Catalyst prediction with 721,799 reactions and 888 catalyst types from USPTO. Task: Predict which catalyst facilitates the given reaction. (1) Product: [CH3:1][S:2][C:3]1[CH:4]=[CH:5][C:6]2[O:11][CH:25]([C:24]([F:23])([F:33])[F:32])[C:26]([C:27]([O:29][CH2:30][CH3:31])=[O:28])=[CH:8][C:7]=2[CH:10]=1. Reactant: [CH3:1][S:2][C:3]1[CH:10]=[C:7]([CH:8]=O)[C:6]([OH:11])=[CH:5][CH:4]=1.CN(C)C=O.C(=O)([O-])[O-].[K+].[K+].[F:23][C:24]([F:33])([F:32])/[CH:25]=[CH:26]/[C:27]([O:29][CH2:30][CH3:31])=[O:28]. The catalyst class is: 6. (2) Reactant: C(N(S(F)(F)[F:7])CC)C.[Cl:10][C:11]1[CH:16]=[C:15]([CH:17](O)[CH3:18])[CH:14]=[CH:13][N:12]=1. Product: [Cl:10][C:11]1[CH:16]=[C:15]([CH:17]([F:7])[CH3:18])[CH:14]=[CH:13][N:12]=1. The catalyst class is: 34. (3) Reactant: [F:1][C:2]1[CH:9]=[CH:8][C:7]([CH:10]2[C:23]3[CH:22]=[CH:21][C:20]4[C:15](=[N:16][CH:17]=[CH:18][CH:19]=4)[C:14]=3[NH:13][S:12](=[O:25])(=[O:24])[N:11]2[CH3:26])=[CH:6][C:3]=1[CH:4]=O.[NH:27]1[CH2:32][CH2:31][NH:30][CH2:29][CH2:28]1.C(O[BH-](OC(=O)C)OC(=O)C)(=O)C.[Na+]. The catalyst class is: 26. Product: [F:1][C:2]1[CH:9]=[CH:8][C:7]([CH:10]2[C:23]3[CH:22]=[CH:21][C:20]4[C:15](=[N:16][CH:17]=[CH:18][CH:19]=4)[C:14]=3[NH:13][S:12](=[O:25])(=[O:24])[N:11]2[CH3:26])=[CH:6][C:3]=1[CH2:4][N:27]1[CH2:32][CH2:31][NH:30][CH2:29][CH2:28]1. (4) Reactant: [Br:1][C:2]1[CH:9]=[C:8]([Cl:10])[CH:7]=[CH:6][C:3]=1[CH:4]=O.[CH3:11][O:12][C:13]([CH:15]=P(C1C=CC=CC=1)(C1C=CC=CC=1)C1C=CC=CC=1)=[O:14]. Product: [CH3:11][O:12][C:13](=[O:14])/[CH:15]=[CH:4]/[C:3]1[CH:6]=[CH:7][C:8]([Cl:10])=[CH:9][C:2]=1[Br:1]. The catalyst class is: 11. (5) Reactant: [CH3:1][C:2]1[C:7]([C:8]#[N:9])=[C:6]([NH:10][C:11]2[CH:12]=[N:13][N:14]([S:16]([C:19]3[CH:24]=[CH:23][CH:22]=[CH:21][CH:20]=3)(=[O:18])=[O:17])[CH:15]=2)[N:5]=[C:4]([S:25][CH3:26])[N:3]=1.C(O[CH:32](N(C)C)[N:33]([CH3:35])[CH3:34])(C)(C)C. Product: [CH3:32][N:33]([CH3:35])/[CH:34]=[CH:1]/[C:2]1[C:7]([C:8]#[N:9])=[C:6]([NH:10][C:11]2[CH:12]=[N:13][N:14]([S:16]([C:19]3[CH:20]=[CH:21][CH:22]=[CH:23][CH:24]=3)(=[O:18])=[O:17])[CH:15]=2)[N:5]=[C:4]([S:25][CH3:26])[N:3]=1. The catalyst class is: 3. (6) Reactant: [Br:1][C:2]1[CH:7]=[C:6]([F:8])[CH:5]=[CH:4][C:3]=1[C:9]([F:12])([F:11])[F:10].[N+:13]([O-])([O-:15])=[O:14].[K+]. Product: [Br:1][C:2]1[CH:7]=[C:6]([F:8])[C:5]([N+:13]([O-:15])=[O:14])=[CH:4][C:3]=1[C:9]([F:12])([F:10])[F:11]. The catalyst class is: 65. (7) Reactant: [Br:1][C:2]1[CH:12]=[CH:11][C:5]([CH:6]=[CH:7][C:8]([OH:10])=[O:9])=[CH:4][CH:3]=1.[CH3:13]O. Product: [Br:1][C:2]1[CH:3]=[CH:4][C:5](/[CH:6]=[CH:7]/[C:8]([O:10][CH3:13])=[O:9])=[CH:11][CH:12]=1. The catalyst class is: 309. (8) Reactant: C([N:3]([CH2:15][CH3:16])[C:4](=[O:14])[C:5]1[CH:10]=[CH:9][C:8]([O:11][CH3:12])=[CH:7][C:6]=1[CH3:13])C.C([Li])(C)(C)C.CCCCC.[Cl:27][C:28]1[CH:29]=C([CH:33]=[CH:34][C:35]=1[O:36][CH3:37])C#N. Product: [Cl:27][C:28]1[CH:29]=[C:16]([C:15]2[N:3]=[C:4]([OH:14])[C:5]3[C:6]([CH:13]=2)=[CH:7][C:8]([O:11][CH3:12])=[CH:9][CH:10]=3)[CH:33]=[CH:34][C:35]=1[O:36][CH3:37]. The catalyst class is: 1. (9) Reactant: [N:1]1[CH:2]=[CH:3][N:4]2[CH:9]=[CH:8][C:7]([CH2:10][NH:11][C:12]([C:14]3[S:15][C:16]([CH:19]4[CH2:24][CH2:23][NH:22][CH2:21][CH2:20]4)=[CH:17][CH:18]=3)=[O:13])=[CH:6][C:5]=12.CN1CCOCC1.[CH:32]([O:35][C:36](Cl)=[O:37])([CH3:34])[CH3:33]. Product: [N:1]1[CH:2]=[CH:3][N:4]2[CH:9]=[CH:8][C:7]([CH2:10][NH:11][C:12]([C:14]3[S:15][C:16]([CH:19]4[CH2:24][CH2:23][N:22]([C:36]([O:35][CH:32]([CH3:34])[CH3:33])=[O:37])[CH2:21][CH2:20]4)=[CH:17][CH:18]=3)=[O:13])=[CH:6][C:5]=12. The catalyst class is: 4. (10) The catalyst class is: 8. Reactant: [CH3:1][C:2]1([CH3:19])[C:6]([CH3:8])([CH3:7])[O:5][B:4]([C:9]2[CH:10]=[C:11]3[C:15](=[CH:16][CH:17]=2)[NH:14][C:13](=[O:18])[CH2:12]3)[O:3]1.N1CCCCC1.[O:26]1[CH:30]=[CH:29][CH:28]=[C:27]1[CH:31]=O. Product: [O:26]1[CH:30]=[CH:29][CH:28]=[C:27]1/[CH:31]=[C:12]1/[C:13](=[O:18])[NH:14][C:15]2[C:11]/1=[CH:10][C:9]([B:4]1[O:3][C:2]([CH3:19])([CH3:1])[C:6]([CH3:7])([CH3:8])[O:5]1)=[CH:17][CH:16]=2.